From a dataset of Reaction yield outcomes from USPTO patents with 853,638 reactions. Predict the reaction yield, written as a fraction of the theoretical maximum amount of product (1.0 means a 100% yield; for example, 0.34 means a 34% yield). (1) The product is [F:15][B-:16]([F:19])([F:18])[F:17].[Br:1][C:2]1[C:11]2[C:6](=[CH:7][CH:8]=[C:9]([O:12][CH3:13])[N:10]=2)[N:5]=[CH:4][C:3]=1[N+:14]#[N:20]. The reactants are [Br:1][C:2]1[C:11]2[C:6](=[CH:7][CH:8]=[C:9]([O:12][CH3:13])[N:10]=2)[N:5]=[CH:4][C:3]=1[NH2:14].[F:15][B-:16]([F:19])([F:18])[F:17].[N:20]#[O+]. The yield is 0.900. The catalyst is C1COCC1. (2) The reactants are [C:1]([O:5][C:6]([NH:8][CH:9]1[CH2:14][CH2:13][CH2:12][NH:11][CH2:10]1)=[O:7])([CH3:4])([CH3:3])[CH3:2].C(=O)([O-])[O-].[K+].[K+].F[C:22]1[CH:31]=[CH:30][CH:29]=[CH:28][C:23]=1[C:24]([O:26][CH3:27])=[O:25]. The catalyst is CN(C)C=O.C(OCC)(=O)C. The product is [C:1]([O:5][C:6]([NH:8][CH:9]1[CH2:14][CH2:13][CH2:12][N:11]([C:22]2[CH:31]=[CH:30][CH:29]=[CH:28][C:23]=2[C:24]([O:26][CH3:27])=[O:25])[CH2:10]1)=[O:7])([CH3:4])([CH3:2])[CH3:3]. The yield is 0.200. (3) The product is [ClH:34].[ClH:34].[ClH:34].[NH2:12][CH2:13][C:6]([CH2:27][NH2:10])([CH2:5][O:4][CH2:1][CH:2]=[CH2:3])[CH2:7][NH2:8]. The catalyst is O1CCCC1. The yield is 0.930. The reactants are [CH2:1]([O:4][CH2:5][C:6]12[CH2:27][N:10]3C(C4C=CC=CC=4)[N:12](C(C4C=CC=CC=4)[N:8](C3C3C=CC=CC=3)[CH2:7]1)[CH2:13]2)[CH:2]=[CH2:3].[ClH:34]. (4) The reactants are FC(F)C(O)=O.[F:7][CH:8]([F:19])[C:9]([NH:11][NH:12][C:13]1[CH:18]=[N:17][CH:16]=[CH:15][N:14]=1)=O.N. No catalyst specified. The product is [F:7][CH:8]([F:19])[C:9]1[N:14]2[CH:15]=[CH:16][N:17]=[CH:18][C:13]2=[N:12][N:11]=1. The yield is 0.300. (5) The reactants are [Cl:1][C:2]1[N:11]=[C:10]([N:12]2[CH2:17][CH2:16][CH2:15][CH2:14][CH2:13]2)[C:9]2[C:4](=[CH:5][CH:6]=[CH:7][CH:8]=2)[N:3]=1.[F:18][C:19]([F:29])([F:28])[C:20]1[CH:27]=[CH:26][C:23]([CH2:24][NH2:25])=[CH:22][CH:21]=1. The catalyst is CC#N. The product is [ClH:1].[N:12]1([C:10]2[C:9]3[C:4](=[CH:5][CH:6]=[CH:7][CH:8]=3)[N:3]=[C:2]([NH:25][CH2:24][C:23]3[CH:22]=[CH:21][C:20]([C:19]([F:18])([F:28])[F:29])=[CH:27][CH:26]=3)[N:11]=2)[CH2:17][CH2:16][CH2:15][CH2:14][CH2:13]1. The yield is 0.540. (6) The reactants are [CH:1]1([C:4]2[N:9]=[C:8]([C:10]([NH:12][C:13]3[CH:21]=[N:20][CH:19]=[CH:18][C:14]=3[C:15]([OH:17])=O)=[O:11])[C:7]([NH:22][C:23]3[CH:24]=[N:25][CH:26]=[N:27][CH:28]=3)=[N:6][CH:5]=2)[CH2:3][CH2:2]1.[NH2:29][CH:30]1[CH2:34][CH2:33][O:32][CH2:31]1. No catalyst specified. The product is [O:32]1[CH2:33][CH2:34][CH:30]([NH:29][C:15]([C:14]2[CH:18]=[CH:19][N:20]=[CH:21][C:13]=2[NH:12][C:10]([C:8]2[C:7]([NH:22][C:23]3[CH:28]=[N:27][CH:26]=[N:25][CH:24]=3)=[N:6][CH:5]=[C:4]([CH:1]3[CH2:3][CH2:2]3)[N:9]=2)=[O:11])=[O:17])[CH2:31]1. The yield is 0.960.